Dataset: Full USPTO retrosynthesis dataset with 1.9M reactions from patents (1976-2016). Task: Predict the reactants needed to synthesize the given product. (1) The reactants are: [CH2:1]([O:8][N:9]1[C:15](=[O:16])[N:14]2[CH2:17][C@H:10]1[CH2:11][CH2:12][C@H:13]2[C:18]([OH:20])=O)[C:2]1[CH:7]=[CH:6][CH:5]=[CH:4][CH:3]=1.[C:21]([NH:29][NH2:30])(=[O:28])[C:22]1[CH:27]=[CH:26][N:25]=[CH:24][CH:23]=1. Given the product [CH2:1]([O:8][N:9]1[C:15](=[O:16])[N:14]2[CH2:17][C@H:10]1[CH2:11][CH2:12][C@H:13]2[C:18]([NH:30][NH:29][C:21]([C:22]1[CH:27]=[CH:26][N:25]=[CH:24][CH:23]=1)=[O:28])=[O:20])[C:2]1[CH:3]=[CH:4][CH:5]=[CH:6][CH:7]=1, predict the reactants needed to synthesize it. (2) Given the product [O:31]1[CH2:32][CH2:33][N:28]([S:2]([C:5]2[CH:6]=[C:7]([CH:12]=[C:13]([C:15]([F:18])([F:17])[F:16])[CH:14]=2)[C:8]([O:10][CH3:11])=[O:9])(=[O:4])=[O:3])[CH2:29][CH2:30]1, predict the reactants needed to synthesize it. The reactants are: Cl[S:2]([C:5]1[CH:6]=[C:7]([CH:12]=[C:13]([C:15]([F:18])([F:17])[F:16])[CH:14]=1)[C:8]([O:10][CH3:11])=[O:9])(=[O:4])=[O:3].CCN(C(C)C)C(C)C.[NH:28]1[CH2:33][CH2:32][O:31][CH2:30][CH2:29]1.[NH4+].[Cl-]. (3) Given the product [CH3:1][O:2][C:3]([C:5]1[N:6]=[CH:7][S:8][CH:9]=1)=[O:4], predict the reactants needed to synthesize it. The reactants are: [CH3:1][O:2][C:3]([C:5]1[N:6]=[C:7](NC(=O)[C@@H](NC(=O)C(NC(OC(C)(C)C)=O)C2C=CC(OCCOC)=CC=2)CC2C=CC=CC=2)[S:8][CH:9]=1)=[O:4].FC(F)(F)C(O)=O. (4) Given the product [NH2:45][C:41]1[N:40]=[CH:39][N:38]=[C:37]2[C:42]=1[N:43]=[CH:44][N:36]2[C@H:28]1[C@H:29]([OH:33])[C@H:30]([OH:31])[C@@H:26]([CH2:25][N:4]([CH:1]([CH3:3])[CH3:2])[CH:5]2[CH2:6][CH:7]([CH2:9][CH2:10][C:11]3[NH:15][C:14]4[CH:16]=[CH:17][C:18]([C:20]5([CH3:24])[CH2:23][CH2:22][CH2:21]5)=[CH:19][C:13]=4[N:12]=3)[CH2:8]2)[O:27]1, predict the reactants needed to synthesize it. The reactants are: [CH:1]([N:4]([CH2:25][C@@H:26]1[C@H:30]2[O:31]C(C)(C)[O:33][C@H:29]2[C@H:28]([N:36]2[CH:44]=[N:43][C:42]3[C:37]2=[N:38][CH:39]=[N:40][C:41]=3[NH2:45])[O:27]1)[CH:5]1[CH2:8][CH:7]([CH2:9][CH2:10][C:11]2[NH:15][C:14]3[CH:16]=[CH:17][C:18]([C:20]4([CH3:24])[CH2:23][CH2:22][CH2:21]4)=[CH:19][C:13]=3[N:12]=2)[CH2:6]1)([CH3:3])[CH3:2].FC(F)(F)C(O)=O.O. (5) Given the product [CH:32]([N:31]([CH3:30])[CH2:2][CH2:3][O:4][C:5]1[CH:14]=[C:13]2[C:8]([CH:9]=[CH:10][N:11]([C:16]3[CH:17]=[C:18]([CH:24]=[CH:25][C:26]=3[CH3:27])[C:19]([NH:21][CH2:22][CH3:23])=[O:20])[C:12]2=[O:15])=[CH:7][CH:6]=1)([CH3:34])[CH3:33], predict the reactants needed to synthesize it. The reactants are: Cl[CH2:2][CH2:3][O:4][C:5]1[CH:14]=[C:13]2[C:8]([CH:9]=[CH:10][N:11]([C:16]3[CH:17]=[C:18]([CH:24]=[CH:25][C:26]=3[CH3:27])[C:19]([NH:21][CH2:22][CH3:23])=[O:20])[C:12]2=[O:15])=[CH:7][CH:6]=1.[I-].[K+].[CH3:30][NH:31][CH:32]([CH3:34])[CH3:33]. (6) Given the product [CH3:1][N:2]1[N:6]=[N:5][C:4]([C:7]2[N:8]=[CH:9][C:10]([C:23]3[CH:31]=[CH:30][C:29]4[N:28]5[C:32](=[O:40])[O:33][C@@H:34]([CH2:35][NH:36][C:37](=[O:39])[CH3:38])[C@@H:27]5[CH2:26][C:25]=4[CH:24]=3)=[CH:11][CH:12]=2)=[N:3]1, predict the reactants needed to synthesize it. The reactants are: [CH3:1][N:2]1[N:6]=[N:5][C:4]([C:7]2[CH:12]=[CH:11][C:10](B3OC(C)(C)C(C)(C)O3)=[CH:9][N:8]=2)=[N:3]1.Br[C:23]1[CH:31]=[CH:30][C:29]2[N:28]3[C:32](=[O:40])[O:33][C@@H:34]([CH2:35][NH:36][C:37](=[O:39])[CH3:38])[C@@H:27]3[CH2:26][C:25]=2[CH:24]=1.C([O-])([O-])=O.[K+].[K+]. (7) Given the product [Br:1][CH2:2][CH2:3][O:4][C:5]1[CH:32]=[CH:31][C:8]([CH2:9][C:10]2[C:19]3[C:14](=[CH:15][C:16]([OH:20])=[CH:17][CH:18]=3)[O:13][C:12](=[O:22])[C:11]=2[C:23]2[CH:28]=[CH:27][C:26]([Cl:29])=[CH:25][C:24]=2[Cl:30])=[CH:7][CH:6]=1, predict the reactants needed to synthesize it. The reactants are: [Br:1][CH2:2][CH2:3][O:4][C:5]1[CH:32]=[CH:31][C:8]([CH2:9][C:10]2[C:19]3[C:14](=[CH:15][C:16]([O:20]C)=[CH:17][CH:18]=3)[O:13][C:12](=[O:22])[C:11]=2[C:23]2[CH:28]=[CH:27][C:26]([Cl:29])=[CH:25][C:24]=2[Cl:30])=[CH:7][CH:6]=1.[Al+3].[Cl-].[Cl-].[Cl-].CCS.C([O-])(O)=O.[Na+]. (8) Given the product [CH3:13][N:5]1[C:6](=[O:9])[CH2:7][CH2:8][C@H:4]1[C:3]([O:2][CH3:1])=[O:10], predict the reactants needed to synthesize it. The reactants are: [CH3:1][O:2][C:3](=[O:10])[C@@H:4]1[CH2:8][CH2:7][C:6](=[O:9])[NH:5]1.[H-].[Na+].[CH3:13]I.